Dataset: Full USPTO retrosynthesis dataset with 1.9M reactions from patents (1976-2016). Task: Predict the reactants needed to synthesize the given product. (1) The reactants are: S(Cl)(Cl)=O.[NH2:5][C@@H:6]([C:12]([OH:14])=[O:13])[CH2:7]CC(O)=O.[C:15](=O)([O-])O.[K+].Cl[C:21]([O:23][CH2:24][C:25]1[CH:30]=[CH:29][CH:28]=[CH:27][CH:26]=1)=[O:22].[C:31]([O:34][CH2:35]C)(=[O:33])[CH3:32]. Given the product [CH2:24]([O:23][C:21]([NH:5][C@H:6]([CH2:7][CH2:32][C:31]([O:34][CH3:35])=[O:33])[C:12]([O:14][CH3:15])=[O:13])=[O:22])[C:25]1[CH:30]=[CH:29][CH:28]=[CH:27][CH:26]=1, predict the reactants needed to synthesize it. (2) The reactants are: [Br:1][C:2]1[CH:6]=[CH:5][NH:4][CH:3]=1.[H-].[Na+].Cl[CH2:10][CH2:11][N:12]1[CH2:16][CH2:15][CH2:14][CH2:13]1. Given the product [Br:1][C:2]1[CH:6]=[CH:5][N:4]([CH2:10][CH2:11][N:12]2[CH2:16][CH2:15][CH2:14][CH2:13]2)[CH:3]=1, predict the reactants needed to synthesize it. (3) Given the product [C:12]([O:11][C:9](=[O:10])[NH:8][C@H:5]1[CH2:6][CH2:7][C@H:2]([N:21]2[C:22]3=[N:27][CH:26]=[CH:25][N:24]=[C:23]3[N:19]([CH:16]3[CH2:17][CH2:18]3)[C:20]2=[O:28])[CH2:3][CH2:4]1)([CH3:15])([CH3:14])[CH3:13], predict the reactants needed to synthesize it. The reactants are: O[C@@H:2]1[CH2:7][CH2:6][C@H:5]([NH:8][C:9]([O:11][C:12]([CH3:15])([CH3:14])[CH3:13])=[O:10])[CH2:4][CH2:3]1.[CH:16]1([N:19]2[C:23]3=[N:24][CH:25]=[CH:26][N:27]=[C:22]3[NH:21][C:20]2=[O:28])[CH2:18][CH2:17]1.C1(P(C2C=CC=CC=2)C2C=CC=CC=2)C=CC=CC=1.N(C(OCC)=O)=NC(OCC)=O.C1(C)C=CC=CC=1. (4) Given the product [CH2:1]([O:3][C:4]([C:5]1[CH:6]=[C:7]2[C:8](=[CH:9][CH:10]=1)[NH:11][CH:12]=[C:13]([C:19]#[N:20])[C:14]2=[O:16])=[O:21])[CH3:2], predict the reactants needed to synthesize it. The reactants are: [CH2:1]([O:3][C:4](=[O:21])[C:5]1[CH:10]=[CH:9][C:8]([NH:11][CH:12]=[C:13]([C:19]#[N:20])[C:14]([O:16]CC)=O)=[CH:7][CH:6]=1)[CH3:2]. (5) Given the product [CH3:1][N:2]1[CH:6]=[C:5]([C:17]2[CH:18]=[C:19]3[CH:25]=[CH:24][N:23]([S:26]([C:29]4[CH:30]=[CH:31][CH:32]=[CH:33][CH:34]=4)(=[O:27])=[O:28])[C:20]3=[N:21][CH:22]=2)[CH:4]=[N:3]1, predict the reactants needed to synthesize it. The reactants are: [CH3:1][N:2]1[CH:6]=[C:5](B2OC(C)(C)C(C)(C)O2)[CH:4]=[N:3]1.Br[C:17]1[CH:18]=[C:19]2[CH:25]=[CH:24][N:23]([S:26]([C:29]3[CH:34]=[CH:33][CH:32]=[CH:31][CH:30]=3)(=[O:28])=[O:27])[C:20]2=[N:21][CH:22]=1.C(=O)([O-])[O-].[Na+].[Na+]. (6) The reactants are: [F:1][C:2]1[C:7]([C:8]2[CH2:13][CH2:12][CH:11]([OH:14])[CH2:10][CH:9]=2)=[CH:6][CH:5]=[CH:4][N:3]=1.C(O)C. Given the product [F:1][C:2]1[C:7]([CH:8]2[CH2:9][CH2:10][CH:11]([OH:14])[CH2:12][CH2:13]2)=[CH:6][CH:5]=[CH:4][N:3]=1, predict the reactants needed to synthesize it. (7) The reactants are: [F:1][C:2]1[CH:10]=[C:9]2[C:5]([C:6]([C:11]3[CH:12]=[N:13][N:14]([CH2:16][CH2:17][C:18]([OH:20])=O)[CH:15]=3)=[CH:7][NH:8]2)=[CH:4][CH:3]=1.[CH3:21][N:22]([CH3:26])[CH2:23][CH2:24][NH2:25]. Given the product [CH3:21][N:22]([CH3:26])[CH2:23][CH2:24][NH:25][C:18](=[O:20])[CH2:17][CH2:16][N:14]1[CH:15]=[C:11]([C:6]2[C:5]3[C:9](=[CH:10][C:2]([F:1])=[CH:3][CH:4]=3)[NH:8][CH:7]=2)[CH:12]=[N:13]1, predict the reactants needed to synthesize it.